This data is from Full USPTO retrosynthesis dataset with 1.9M reactions from patents (1976-2016). The task is: Predict the reactants needed to synthesize the given product. (1) Given the product [CH2:19]([C:21]([C:45]1[CH:58]=[CH:57][C:48]([O:49][CH2:50][C@H:51]([OH:62])[CH2:52][CH2:53][C:54]([OH:55])=[O:56])=[C:47]([CH3:59])[CH:46]=1)([C:24]1[CH:29]=[CH:28][C:27]([C:30]2[CH:35]=[CH:34][C:33]([C:36]([OH:38])([CH3:37])[CH3:43])=[CH:32][CH:31]=2)=[C:26]([CH3:44])[CH:25]=1)[CH2:22][CH3:23])[CH3:20], predict the reactants needed to synthesize it. The reactants are: [F-].C([N+](CCCC)(CCCC)CCCC)CCC.[CH2:19]([C:21]([C:45]1[CH:58]=[CH:57][C:48]([O:49][CH2:50][C@@H:51]2[O:55][C:54](=[O:56])[CH2:53][CH2:52]2)=[C:47]([CH3:59])[CH:46]=1)([C:24]1[CH:29]=[CH:28][C:27]([C:30]2[CH:35]=[CH:34][C:33]([C:36]([CH3:43])([O:38][Si](C)(C)C)[CH3:37])=[CH:32][CH:31]=2)=[C:26]([CH3:44])[CH:25]=1)[CH2:22][CH3:23])[CH3:20].C(OCC)(=[O:62])C. (2) Given the product [C:1]([O:5][C:6](=[O:30])[NH:7][C:8]1[S:9][C:10]([C:27]([O:29][Si:38]([C:41]([CH3:44])([CH3:43])[CH3:42])([CH3:40])[CH3:39])=[CH2:28])=[CH:11][C:12]=1[S:13](=[O:25])(=[O:26])[N:14]([CH2:16][CH2:17][C:18]1[CH:19]=[CH:20][C:21]([F:24])=[CH:22][CH:23]=1)[CH3:15])([CH3:4])([CH3:2])[CH3:3], predict the reactants needed to synthesize it. The reactants are: [C:1]([O:5][C:6](=[O:30])[NH:7][C:8]1[S:9][C:10]([C:27](=[O:29])[CH3:28])=[CH:11][C:12]=1[S:13](=[O:26])(=[O:25])[N:14]([CH2:16][CH2:17][C:18]1[CH:23]=[CH:22][C:21]([F:24])=[CH:20][CH:19]=1)[CH3:15])([CH3:4])([CH3:3])[CH3:2].C(N(CC)CC)C.[Si:38](OS(C(F)(F)F)(=O)=O)([C:41]([CH3:44])([CH3:43])[CH3:42])([CH3:40])[CH3:39].C(=O)(O)[O-].[Na+]. (3) Given the product [Cl:19][C:16]1[CH:15]=[CH:14][C:13]([C@H:11]2[C@@H:10]([C:20]3[CH:25]=[CH:24][C:23]([Cl:26])=[CH:22][CH:21]=3)[N:9]([C:27]([N:49]3[CH2:50][CH2:51][N:46]([CH2:45][C:44]([N:38]4[CH2:39][CH2:40][O:41][CH2:42][CH2:43]4)=[O:52])[CH2:47][CH2:48]3)=[O:28])[C:8]([C:6]3[C:5]([O:30][CH2:31][CH3:32])=[CH:4][C:3]([C:33]([CH3:34])([CH3:35])[C:36]#[N:37])=[C:2]([Cl:1])[CH:7]=3)=[N:12]2)=[CH:18][CH:17]=1, predict the reactants needed to synthesize it. The reactants are: [Cl:1][C:2]1[C:3]([C:33]([C:36]#[N:37])([CH3:35])[CH3:34])=[CH:4][C:5]([O:30][CH2:31][CH3:32])=[C:6]([C:8]2[N:9]([C:27](Cl)=[O:28])[C@H:10]([C:20]3[CH:25]=[CH:24][C:23]([Cl:26])=[CH:22][CH:21]=3)[C@H:11]([C:13]3[CH:18]=[CH:17][C:16]([Cl:19])=[CH:15][CH:14]=3)[N:12]=2)[CH:7]=1.[N:38]1([C:44](=[O:52])[CH2:45][N:46]2[CH2:51][CH2:50][NH:49][CH2:48][CH2:47]2)[CH2:43][CH2:42][O:41][CH2:40][CH2:39]1. (4) Given the product [CH:1]1([CH:4]([OH:5])[C:6]2[CH:16]=[CH:15][C:9]([C:10]([OH:12])=[O:11])=[CH:8][CH:7]=2)[CH2:3][CH2:2]1, predict the reactants needed to synthesize it. The reactants are: [CH:1]1([C:4]([C:6]2[CH:16]=[CH:15][C:9]([C:10]([O:12]CC)=[O:11])=[CH:8][CH:7]=2)=[O:5])[CH2:3][CH2:2]1.[BH4-].[Na+].[OH-].[Na+].O1CCOCC1. (5) Given the product [Cl:35][C:28]1[CH:29]=[CH:30][C:31]([O:33][CH3:34])=[CH:32][C:27]=1[NH:26][C:18]1[C:17]2[C:22](=[CH:23][CH:24]=[CH:25][C:16]=2[O:15][CH2:14][CH:11]2[CH2:12][CH2:13][N:8]([CH3:6])[CH2:9][CH2:10]2)[N:21]=[CH:20][N:19]=1, predict the reactants needed to synthesize it. The reactants are: C(O[C:6]([N:8]1[CH2:13][CH2:12][CH:11]([CH2:14][O:15][C:16]2[CH:25]=[CH:24][CH:23]=[C:22]3[C:17]=2[C:18]([NH:26][C:27]2[CH:32]=[C:31]([O:33][CH3:34])[CH:30]=[CH:29][C:28]=2[Cl:35])=[N:19][CH:20]=[N:21]3)[CH2:10][CH2:9]1)=O)(C)(C)C.C=O.